From a dataset of Full USPTO retrosynthesis dataset with 1.9M reactions from patents (1976-2016). Predict the reactants needed to synthesize the given product. (1) Given the product [CH3:19][N:18]([CH3:20])[C:16]([CH:15]1[CH2:14][NH:13][CH2:12][C:11]2[CH:10]=[CH:9][C:4]([C:5]([O:7][CH3:8])=[O:6])=[CH:3][C:2]=2[O:21]1)=[O:17], predict the reactants needed to synthesize it. The reactants are: Br[C:2]1[CH:3]=[C:4]([CH:9]=[CH:10][C:11]=1[CH2:12][NH:13][CH2:14][CH:15]([OH:21])[C:16]([N:18]([CH3:20])[CH3:19])=[O:17])[C:5]([O:7][CH3:8])=[O:6].C([O-])([O-])=O.[K+].[K+]. (2) Given the product [C:16]1([C:2]2[CH:3]=[CH:4][C:5]([C:8]#[N:9])=[N:6][CH:7]=2)[CH:21]=[CH:20][CH:19]=[CH:18][CH:17]=1, predict the reactants needed to synthesize it. The reactants are: Cl[C:2]1[CH:3]=[CH:4][C:5]([C:8]#[N:9])=[N:6][CH:7]=1.C([O-])([O-])=O.[Na+].[Na+].[C:16]1(B(O)O)[CH:21]=[CH:20][CH:19]=[CH:18][CH:17]=1. (3) Given the product [I:1][CH2:16][C:13]12[O:17][C:10]([CH3:9])([CH2:15][CH2:14]1)[CH2:11][CH2:12]2, predict the reactants needed to synthesize it. The reactants are: [I:1]I.C(=O)([O-])[O-].[Na+].[Na+].[CH3:9][C:10]1([OH:17])[CH2:15][CH2:14][C:13](=[CH2:16])[CH2:12][CH2:11]1. (4) Given the product [ClH:41].[ClH:41].[CH:20](/[C:2]1[N:6]2[N:7]=[C:8]([NH:11][CH2:12][CH2:13][CH2:14][N:15]3[CH2:19][CH2:18][CH2:17][CH2:16]3)[CH:9]=[CH:10][C:5]2=[N:4][CH:3]=1)=[CH:21]\[CH2:22][CH2:23][CH2:24][CH3:25], predict the reactants needed to synthesize it. The reactants are: Br[C:2]1[N:6]2[N:7]=[C:8]([NH:11][CH2:12][CH2:13][CH2:14][N:15]3[CH2:19][CH2:18][CH2:17][CH2:16]3)[CH:9]=[CH:10][C:5]2=[N:4][CH:3]=1.[CH:20](/B(O)O)=[CH:21]\[CH2:22][CH2:23][CH2:24][CH3:25].C1(N)C(F)=C(F)C(F)=C(N)C=1F.[ClH:41].Cl.Cl. (5) Given the product [Cl:21][C:5]1[C:6]([NH:8][C:9]2[CH:14]=[CH:13][C:12]([N:15]3[CH2:20][CH2:19][O:18][CH2:17][CH2:16]3)=[CH:11][CH:10]=2)=[N:7][C:2]([NH:35][C:32]2[CH:33]=[CH:34][C:27]3[CH2:26][CH2:25][N:24]([CH2:22][CH3:23])[CH2:30][CH2:29][C:28]=3[CH:31]=2)=[N:3][CH:4]=1, predict the reactants needed to synthesize it. The reactants are: Cl[C:2]1[N:7]=[C:6]([NH:8][C:9]2[CH:14]=[CH:13][C:12]([N:15]3[CH2:20][CH2:19][O:18][CH2:17][CH2:16]3)=[CH:11][CH:10]=2)[C:5]([Cl:21])=[CH:4][N:3]=1.[CH2:22]([N:24]1[CH2:30][CH2:29][C:28]2[CH:31]=[C:32]([NH2:35])[CH:33]=[CH:34][C:27]=2[CH2:26][CH2:25]1)[CH3:23].Cl.C(=O)([O-])[O-]. (6) Given the product [ClH:44].[NH2:8][C@@H:9]([CH:41]([CH3:43])[CH3:42])[C:10]([O:12][CH:13]1[CH2:17][CH2:16][CH:15]([N:18]2[C:22]3[N:23]=[CH:24][N:25]=[C:26]([NH2:27])[C:21]=3[C:20]([C:28]3[CH:33]=[CH:32][C:31]([O:34][C:35]4[CH:40]=[CH:39][CH:38]=[CH:37][CH:36]=4)=[CH:30][CH:29]=3)=[CH:19]2)[CH2:14]1)=[O:11], predict the reactants needed to synthesize it. The reactants are: C(OC([NH:8][C@@H:9]([CH:41]([CH3:43])[CH3:42])[C:10]([O:12][CH:13]1[CH2:17][CH2:16][CH:15]([N:18]2[C:22]3[N:23]=[CH:24][N:25]=[C:26]([NH2:27])[C:21]=3[C:20]([C:28]3[CH:33]=[CH:32][C:31]([O:34][C:35]4[CH:40]=[CH:39][CH:38]=[CH:37][CH:36]=4)=[CH:30][CH:29]=3)=[CH:19]2)[CH2:14]1)=[O:11])=O)(C)(C)C.[ClH:44].C(OCC)C. (7) Given the product [F:1][C:2]([F:7])([F:6])[C:3]([O-:5])=[O:4].[NH2:8][CH2:9][CH2:10][NH+:11]1[CH2:16][CH2:15][NH:14][CH2:13][CH2:12]1, predict the reactants needed to synthesize it. The reactants are: [F:1][C:2]([F:7])([F:6])[C:3]([OH:5])=[O:4].[NH2:8][CH2:9][CH2:10][N:11]1[CH2:16][CH2:15][NH:14][CH2:13][CH2:12]1.